Task: Predict the product of the given reaction.. Dataset: Forward reaction prediction with 1.9M reactions from USPTO patents (1976-2016) (1) Given the reactants [CH3:1][O:2][C:3]1[CH:4]=[C:5]([CH:36]=[CH:37][CH:38]=1)[CH2:6][N:7]1[C:12]([CH3:13])=[CH:11][C:10]([O:14][CH2:15][C:16]2[CH:33]=[CH:32][CH:31]=[CH:30][C:17]=2[CH2:18][N:19]2C(=O)C3C(=CC=CC=3)[C:20]2=[O:29])=[C:9]([CH3:34])[C:8]1=[O:35].O.NN.C(N(CC)CC)C.[C:49]([C:53]1[CH:57]=[C:56]([NH:58]C(=O)OC2C=CC=CC=2)[N:55]([C:68]2[CH:73]=[CH:72][CH:71]=[C:70]([O:74][CH2:75][CH2:76][O:77]C3CCCCO3)[CH:69]=2)[N:54]=1)([CH3:52])([CH3:51])[CH3:50].O.C1(C)C=CC(S(O)(=O)=O)=CC=1, predict the reaction product. The product is: [C:49]([C:53]1[CH:57]=[C:56]([NH:58][C:20]([NH:19][CH2:18][C:17]2[CH:30]=[CH:31][CH:32]=[CH:33][C:16]=2[CH2:15][O:14][C:10]2[CH:11]=[C:12]([CH3:13])[N:7]([CH2:6][C:5]3[CH:36]=[CH:37][CH:38]=[C:3]([O:2][CH3:1])[CH:4]=3)[C:8](=[O:35])[C:9]=2[CH3:34])=[O:29])[N:55]([C:68]2[CH:73]=[CH:72][CH:71]=[C:70]([O:74][CH2:75][CH2:76][OH:77])[CH:69]=2)[N:54]=1)([CH3:52])([CH3:50])[CH3:51]. (2) Given the reactants Cl[C:2]1[CH:7]=[C:6]([Cl:8])[N:5]=[CH:4][N:3]=1.[NH:9]1[CH2:14][CH2:13][CH:12]([C:15]2[CH:20]=[CH:19][C:18]([C@@H:21]([NH:23][C:24](=[O:26])[CH3:25])[CH3:22])=[CH:17][CH:16]=2)[CH2:11][CH2:10]1.O, predict the reaction product. The product is: [Cl:8][C:6]1[N:5]=[CH:4][N:3]=[C:2]([N:9]2[CH2:14][CH2:13][CH:12]([C:15]3[CH:20]=[CH:19][C:18]([C@@H:21]([NH:23][C:24](=[O:26])[CH3:25])[CH3:22])=[CH:17][CH:16]=3)[CH2:11][CH2:10]2)[CH:7]=1. (3) Given the reactants Br[C:2]1[CH:7]=[CH:6][CH:5]=[CH:4][N:3]=1.[C:8]1([CH2:14][NH:15][CH2:16][CH2:17][NH2:18])[CH:13]=[CH:12][CH:11]=[CH:10][CH:9]=1, predict the reaction product. The product is: [C:8]1([CH2:14][NH:15][CH2:16][CH2:17][NH:18][C:2]2[CH:7]=[CH:6][CH:5]=[CH:4][N:3]=2)[CH:13]=[CH:12][CH:11]=[CH:10][CH:9]=1. (4) The product is: [C:13]([C:16]1[CH:21]=[CH:20][C:19]([O:9][CH:7]2[CH2:8][N:3]([CH2:1][CH3:2])[CH2:4][C:5]3[CH:12]=[CH:11][O:10][C:6]2=3)=[C:18]([Cl:23])[CH:17]=1)(=[O:15])[NH2:14]. Given the reactants [CH2:1]([N:3]1[CH2:8][CH:7]([OH:9])[C:6]2[O:10][CH:11]=[CH:12][C:5]=2[CH2:4]1)[CH3:2].[C:13]([C:16]1[CH:21]=[CH:20][C:19](F)=[C:18]([Cl:23])[CH:17]=1)(=[O:15])[NH2:14], predict the reaction product. (5) The product is: [Br:1][C:2]1[C:3]([O:11][CH2:20][CH:19]=[CH2:18])=[CH:4][C:5]([Cl:10])=[C:6]([CH:9]=1)[CH:7]=[O:8]. Given the reactants [Br:1][C:2]1[C:3]([OH:11])=[CH:4][C:5]([Cl:10])=[C:6]([CH:9]=1)[CH:7]=[O:8].C(=O)([O-])[O-].[K+].[K+].[CH2:18](Br)[CH:19]=[CH2:20].Cl, predict the reaction product. (6) Given the reactants C1C=CC(P(C2C=CC=CC=2)C2C=CC=CC=2)=CC=1.[C:20]([Cl:24])(Cl)(Cl)Cl.[CH3:25][O:26][C@H:27]1[C@H:32]([OH:33])[C@@H:31]([OH:34])[C@H:30]([N:35]2[C:44]3[C:45]4[NH:53][C:52]5[C:51](Cl)=[CH:50][CH:49]=[CH:48][C:47]=5[C:46]=4[C:55]4[C:60](=[O:61])[NH:59][C:57](=[O:58])[C:56]=4[C:43]=3[C:37]3[CH:38]=[CH:39][CH:40]=[C:41](Cl)[C:36]2=3)[O:29][C@@H:28]1CO.Cl, predict the reaction product. The product is: [Cl:24][CH2:20][C@H:28]1[O:29][C@@H:30]([N:35]2[C:44]3[C:45]4[NH:53][C:52]5[CH:51]=[CH:50][CH:49]=[CH:48][C:47]=5[C:46]=4[C:55]4[C:60](=[O:61])[NH:59][C:57](=[O:58])[C:56]=4[C:43]=3[C:37]3[C:36]2=[CH:41][CH:40]=[CH:39][CH:38]=3)[C@H:31]([OH:34])[C@@H:32]([OH:33])[C@@H:27]1[O:26][CH3:25]. (7) Given the reactants [CH2:1](Br)[CH:2]=[CH2:3].[N:5]1[NH:6][N:7]=[N:8][C:9]=1[C:10]1[CH:11]=[C:12]([CH:25]=[CH:26][CH:27]=1)[CH2:13][CH2:14][O:15][CH2:16][CH2:17][C:18]([O:20][C:21]([CH3:24])([CH3:23])[CH3:22])=[O:19].C(=O)([O-])[O-].[K+].[K+], predict the reaction product. The product is: [CH2:1]([N:6]1[N:7]=[N:8][C:9]([C:10]2[CH:11]=[C:12]([CH:25]=[CH:26][CH:27]=2)[CH2:13][CH2:14][O:15][CH2:16][CH2:17][C:18]([O:20][C:21]([CH3:22])([CH3:24])[CH3:23])=[O:19])=[N:5]1)[CH:2]=[CH2:3].[CH2:1]([N:8]1[C:9]([C:10]2[CH:11]=[C:12]([CH:25]=[CH:26][CH:27]=2)[CH2:13][CH2:14][O:15][CH2:16][CH2:17][C:18]([O:20][C:21]([CH3:22])([CH3:24])[CH3:23])=[O:19])=[N:5][N:6]=[N:7]1)[CH:2]=[CH2:3].